This data is from Catalyst prediction with 721,799 reactions and 888 catalyst types from USPTO. The task is: Predict which catalyst facilitates the given reaction. (1) The catalyst class is: 2. Reactant: [Cl:1][C:2]1[CH:3]=[C:4]([CH:26]=[CH:27][C:28]=1[O:29][CH3:30])[CH2:5][NH:6][C:7]1[C:12]([C:13]([NH:15][CH2:16][C:17]2[N:22]=[CH:21][CH:20]=[CH:19][N:18]=2)=[O:14])=[CH:11][N:10]=[C:9](S(C)=O)[N:8]=1.CCN(C(C)C)C(C)C.[CH3:40][N:41]1[CH2:45][CH2:44][C:43]2([CH2:49][CH2:48][NH:47][CH2:46]2)[CH2:42]1. Product: [Cl:1][C:2]1[CH:3]=[C:4]([CH:26]=[CH:27][C:28]=1[O:29][CH3:30])[CH2:5][NH:6][C:7]1[C:12]([C:13]([NH:15][CH2:16][C:17]2[N:22]=[CH:21][CH:20]=[CH:19][N:18]=2)=[O:14])=[CH:11][N:10]=[C:9]([N:47]2[CH2:48][CH2:49][C:43]3([CH2:44][CH2:45][N:41]([CH3:40])[CH2:42]3)[CH2:46]2)[N:8]=1. (2) Reactant: [CH2:1]([C:5]1[N:6]([CH2:23][CH2:24][CH2:25][CH2:26][NH:27][C:28](=[O:48])[C:29]2[CH:34]=[CH:33][C:32]([CH:35]([O:42][CH2:43][CH2:44][N:45]([CH3:47])[CH3:46])[C:36]3[CH:41]=[CH:40][CH:39]=[CH:38][CH:37]=3)=[CH:31][CH:30]=2)[C:7]2[C:12]([CH3:13])=[C:11]([CH3:14])[N:10]=[C:9](OC3C=CC=CC=3)[C:8]=2[N:22]=1)[CH2:2][CH2:3][CH3:4].C([O-])(=O)C.[NH4+:53].[OH-].[Na+]. Product: [NH2:53][C:9]1[C:8]2[N:22]=[C:5]([CH2:1][CH2:2][CH2:3][CH3:4])[N:6]([CH2:23][CH2:24][CH2:25][CH2:26][NH:27][C:28](=[O:48])[C:29]3[CH:34]=[CH:33][C:32]([CH:35]([O:42][CH2:43][CH2:44][N:45]([CH3:46])[CH3:47])[C:36]4[CH:41]=[CH:40][CH:39]=[CH:38][CH:37]=4)=[CH:31][CH:30]=3)[C:7]=2[C:12]([CH3:13])=[C:11]([CH3:14])[N:10]=1. The catalyst class is: 6.